This data is from Reaction yield outcomes from USPTO patents with 853,638 reactions. The task is: Predict the reaction yield, written as a fraction of the theoretical maximum amount of product (1.0 means a 100% yield; for example, 0.34 means a 34% yield). The reactants are Cl[C:2]1[N:11]=[C:10]([N:12]([C:14]2[CH:19]=[CH:18][C:17]([O:20][CH3:21])=[CH:16][CH:15]=2)[CH3:13])[C:9]2[C:4](=[CH:5][CH:6]=[C:7]([N+:22]([O-:24])=[O:23])[CH:8]=2)[N:3]=1.CO.[CH3:27][NH:28][CH3:29]. No catalyst specified. The product is [CH3:27][N:28]([CH3:29])[C:2]1[N:11]=[C:10]([N:12]([C:14]2[CH:19]=[CH:18][C:17]([O:20][CH3:21])=[CH:16][CH:15]=2)[CH3:13])[C:9]2[C:4](=[CH:5][CH:6]=[C:7]([N+:22]([O-:24])=[O:23])[CH:8]=2)[N:3]=1. The yield is 0.790.